Dataset: CYP2D6 inhibition data for predicting drug metabolism from PubChem BioAssay. Task: Regression/Classification. Given a drug SMILES string, predict its absorption, distribution, metabolism, or excretion properties. Task type varies by dataset: regression for continuous measurements (e.g., permeability, clearance, half-life) or binary classification for categorical outcomes (e.g., BBB penetration, CYP inhibition). Dataset: cyp2d6_veith. (1) The drug is O=c1[nH][nH]c(C(F)(F)F)c1C=Nc1ccccc1Cl. The result is 0 (non-inhibitor). (2) The drug is CN(C)/C(CN1CCOCC1)=C1\N=C(c2ccccc2)OC1=O. The result is 0 (non-inhibitor). (3) The drug is Fc1ccc([C@H]2CCNC[C@H]2COc2ccc3c(c2)OCO3)cc1. The result is 0 (non-inhibitor). (4) The result is 0 (non-inhibitor). The molecule is CC(=O)Oc1ccc(C(c2ccc(OC(C)=O)cc2)c2ccccn2)cc1. (5) The molecule is COc1ccccc1CN1CC2(CCN(C(=O)c3cccc(F)c3)CC2)C1. The result is 1 (inhibitor). (6) The compound is C[C@@H](NCc1cc(Br)cc2[nH]c(=O)c(=O)[nH]c12)P(=O)(O)O. The result is 0 (non-inhibitor).